Dataset: Reaction yield outcomes from USPTO patents with 853,638 reactions. Task: Predict the reaction yield, written as a fraction of the theoretical maximum amount of product (1.0 means a 100% yield; for example, 0.34 means a 34% yield). (1) The reactants are C([N:4]1[C:12]2[C:7](=[CH:8][CH:9]=[C:10]([NH:13][C:14]([C:16]3[C:25](=[O:26])[C:24]4[C:19](=[CH:20][CH:21]=[CH:22][CH:23]=4)[NH:18][CH:17]=3)=[O:15])[CH:11]=2)[CH2:6][CH2:5]1)(=O)C.[OH-].[Na+]. The catalyst is C(O)C. The product is [NH:4]1[C:12]2[C:7](=[CH:8][CH:9]=[C:10]([NH:13][C:14]([C:16]3[C:25](=[O:26])[C:24]4[C:19](=[CH:20][CH:21]=[CH:22][CH:23]=4)[NH:18][CH:17]=3)=[O:15])[CH:11]=2)[CH2:6][CH2:5]1. The yield is 0.200. (2) The catalyst is O. The reactants are C[O:2][C:3](=[O:22])[C:4]1[CH:9]=[CH:8][C:7]([C:10]#[C:11][C:12]2[CH:17]=[CH:16][C:15]([O:18][CH:19]3[CH2:21][CH2:20]3)=[CH:14][CH:13]=2)=[CH:6][CH:5]=1.CCO.[OH-].[Na+].OP(O)(O)=O. The product is [CH:19]1([O:18][C:15]2[CH:14]=[CH:13][C:12]([C:11]#[C:10][C:7]3[CH:8]=[CH:9][C:4]([C:3]([OH:22])=[O:2])=[CH:5][CH:6]=3)=[CH:17][CH:16]=2)[CH2:20][CH2:21]1. The yield is 0.988. (3) The catalyst is ClCCl. The product is [C:30]([NH:29][C@@H:25]1[C@H:24]([NH:23][C:18]2[N:17]=[CH:16][C:15]3[C:20](=[CH:21][CH:22]=[C:13]([C:3]4[C:2]([Cl:1])=[C:7]([O:8][CH3:9])[CH:6]=[C:5]([O:10][CH3:11])[C:4]=4[Cl:12])[CH:14]=3)[N:19]=2)[CH2:28][N:27]([C:37]([NH:36][CH2:34][CH3:35])=[O:38])[CH2:26]1)(=[O:33])[CH:31]=[CH2:32]. The yield is 0.760. The reactants are [Cl:1][C:2]1[C:7]([O:8][CH3:9])=[CH:6][C:5]([O:10][CH3:11])=[C:4]([Cl:12])[C:3]=1[C:13]1[CH:14]=[C:15]2[C:20](=[CH:21][CH:22]=1)[N:19]=[C:18]([NH:23][C@@H:24]1[CH2:28][NH:27][CH2:26][C@@H:25]1[NH:29][C:30](=[O:33])[CH:31]=[CH2:32])[N:17]=[CH:16]2.[CH2:34]([N:36]=[C:37]=[O:38])[CH3:35]. (4) The reactants are [NH2:1][C:2]1[CH:10]=[CH:9][C:8]([CH3:11])=[CH:7][C:3]=1[C:4]([OH:6])=[O:5].Cl[C:13]([O:15][CH2:16][CH2:17][CH3:18])=O. The catalyst is N1C=CC=CC=1. The product is [CH2:16]([O:15][C:13]1[O:5][C:4](=[O:6])[C:3]2[CH:7]=[C:8]([CH3:11])[CH:9]=[CH:10][C:2]=2[N:1]=1)[CH2:17][CH3:18]. The yield is 0.660. (5) The reactants are [CH2:1]([O:3][C:4](=[O:15])[CH2:5][C:6]([C:8]1[CH:13]=[CH:12][CH:11]=[C:10]([F:14])[CH:9]=1)=O)[CH3:2].[N+:16]([C:19]1[CH:25]=[CH:24][C:22]([NH2:23])=[CH:21][CH:20]=1)([O-:18])=[O:17].Cl.[N+]([C:30]1C=CC(N)=C[CH:31]=1)([O-])=O. The catalyst is C(O)CCC. The product is [CH2:1]([O:3][C:4](=[O:15])[CH:5]=[C:6]([NH:23][C:22]1[CH:24]=[CH:25][C:19]([N+:16]([O-:18])=[O:17])=[CH:20][CH:21]=1)[C:8]1[CH:13]=[CH:12][CH:11]=[C:10]([F:14])[CH:9]=1)[CH2:2][CH2:30][CH3:31]. The yield is 0.208. (6) The reactants are Cl.[C:2]1([C:8]#[C:9][C:10]2[CH:11]=[C:12]([CH:16]=[N:17]O)[CH:13]=[N:14][CH:15]=2)[CH:7]=[CH:6][CH:5]=[CH:4][CH:3]=1.[OH-].[Na+].C(Cl)(Cl)Cl.[F:25][C:26]([F:31])([F:30])[C:27]([OH:29])=[O:28]. The catalyst is [Zn]. The product is [F:25][C:26]([F:31])([F:30])[C:27]([OH:29])=[O:28].[F:25][C:26]([F:31])([F:30])[C:27]([OH:29])=[O:28].[C:2]1([C:8]#[C:9][C:10]2[CH:11]=[C:12]([CH2:16][NH2:17])[CH:13]=[N:14][CH:15]=2)[CH:7]=[CH:6][CH:5]=[CH:4][CH:3]=1. The yield is 0.000200.